Dataset: Reaction yield outcomes from USPTO patents with 853,638 reactions. Task: Predict the reaction yield, written as a fraction of the theoretical maximum amount of product (1.0 means a 100% yield; for example, 0.34 means a 34% yield). (1) The reactants are [CH:1]([C:3]1[N:8]=[C:7]([NH:9][C:10](=[O:15])[C:11]([CH3:14])([CH3:13])[CH3:12])[CH:6]=[CH:5][CH:4]=1)=[O:2].[BH4-].[Na+].[CH3:18]O. The catalyst is C(OCC)(=O)C. The product is [OH:2][CH:1]([C:3]1[N:8]=[C:7]([NH:9][C:10](=[O:15])[C:11]([CH3:12])([CH3:14])[CH3:13])[CH:6]=[CH:5][CH:4]=1)[CH3:18]. The yield is 0.800. (2) The reactants are [CH3:1]I.[CH3:3][O:4][C:5]1[CH:10]=[CH:9][C:8]([S:11]([NH:14][C:15]2[CH:20]=[CH:19][C:18]([O:21][CH3:22])=[CH:17][CH:16]=2)(=[O:13])=[O:12])=[CH:7][CH:6]=1. No catalyst specified. The product is [CH3:3][O:4][C:5]1[CH:6]=[CH:7][C:8]([S:11]([N:14]([C:15]2[CH:20]=[CH:19][C:18]([O:21][CH3:22])=[CH:17][CH:16]=2)[CH3:1])(=[O:13])=[O:12])=[CH:9][CH:10]=1. The yield is 0.750. (3) The reactants are C=[C:2]1[CH2:6][CH2:5][C:4]([CH2:10][CH:11]([CH3:13])[CH3:12])([C:7]([O-:9])=[O:8])[CH2:3]1.[O:14]=[O+][O-].C1(P(C2C=CC=CC=2)C2C=CC=CC=2)C=CC=CC=1. The catalyst is ClCCl. The product is [O:14]=[C:2]1[CH2:6][CH2:5][C:4]([CH2:10][CH:11]([CH3:13])[CH3:12])([C:7]([OH:9])=[O:8])[CH2:3]1. The yield is 0.870. (4) The reactants are CO.[F:3][C:4]1[CH:9]=[CH:8][C:7]([F:10])=[CH:6][C:5]=1[C@H:11]1[CH2:15][CH2:14][CH2:13][N:12]1[C:16]1[CH:21]=[CH:20][N:19]2[N:22]=[CH:23][C:24]([NH:25][C:26]([N:28]3[CH2:31][C:30]([OH:33])([CH3:32])[CH2:29]3)=[O:27])=[C:18]2[N:17]=1.[ClH:34]. The catalyst is O1CCOCC1. The product is [ClH:34].[F:3][C:4]1[CH:9]=[CH:8][C:7]([F:10])=[CH:6][C:5]=1[C@H:11]1[CH2:15][CH2:14][CH2:13][N:12]1[C:16]1[CH:21]=[CH:20][N:19]2[N:22]=[CH:23][C:24]([NH:25][C:26]([N:28]3[CH2:31][C:30]([OH:33])([CH3:32])[CH2:29]3)=[O:27])=[C:18]2[N:17]=1. The yield is 0.750. (5) The reactants are O.[OH-].[Li+].C([O:8][C:9](=[O:39])[CH2:10][O:11][C:12]1[C:17]2[CH2:18][CH2:19][CH2:20][CH2:21][CH:22]([NH:23][S:24]([C:27]3[CH:32]=[CH:31][C:30]([C:33]4[CH:38]=[CH:37][CH:36]=[CH:35][CH:34]=4)=[CH:29][CH:28]=3)(=[O:26])=[O:25])[C:16]=2[CH:15]=[CH:14][CH:13]=1)(C)(C)C. The catalyst is O.CO.C1COCC1. The product is [C:30]1([C:33]2[CH:38]=[CH:37][CH:36]=[CH:35][CH:34]=2)[CH:29]=[CH:28][C:27]([S:24]([NH:23][CH:22]2[C:16]3[CH:15]=[CH:14][CH:13]=[C:12]([O:11][CH2:10][C:9]([OH:39])=[O:8])[C:17]=3[CH2:18][CH2:19][CH2:20][CH2:21]2)(=[O:26])=[O:25])=[CH:32][CH:31]=1. The yield is 0.660.